Predict the reactants needed to synthesize the given product. From a dataset of Full USPTO retrosynthesis dataset with 1.9M reactions from patents (1976-2016). (1) Given the product [C:28]([O:31][CH2:26][C:3]1[CH:4]=[C:5]([N:8]([C:9]([O:10][C:11]([CH3:12])([CH3:13])[CH3:14])=[O:15])[C:16]2[CH:21]=[CH:20][C:19]([C:22]#[N:23])=[C:18]([O:24][CH3:25])[N:17]=2)[CH:6]=[CH:7][C:2]=1[Br:1])(=[O:30])[CH3:29], predict the reactants needed to synthesize it. The reactants are: [Br:1][C:2]1[CH:7]=[CH:6][C:5]([N:8]([C:16]2[CH:21]=[CH:20][C:19]([C:22]#[N:23])=[C:18]([O:24][CH3:25])[N:17]=2)[C:9](=[O:15])[O:10][C:11]([CH3:14])([CH3:13])[CH3:12])=[CH:4][C:3]=1[CH2:26]Br.[C:28]([O-:31])(=[O:30])[CH3:29].[Na+]. (2) Given the product [CH3:48][O:47][C:44]1[CH:43]=[CH:42][C:41]([CH2:40][C:39]([NH:38][C:35]2[CH:34]=[CH:33][C:32]([C:31]([N:30]([CH2:51][C:52]([OH:54])=[O:53])[CH2:29][C:28]3[CH:27]=[CH:26][C:25]([O:14][C:13](=[O:15])[C:12]4[CH:11]=[CH:10][C:9]([CH2:1][CH2:2][CH2:3][CH2:4][CH2:5][CH2:6][CH2:7][CH3:8])=[CH:17][CH:16]=4)=[CH:60][CH:59]=3)=[O:50])=[CH:37][CH:36]=2)=[O:49])=[CH:46][CH:45]=1, predict the reactants needed to synthesize it. The reactants are: [CH2:1]([C:9]1[CH:17]=[CH:16][C:12]([C:13]([OH:15])=[O:14])=[CH:11][CH:10]=1)[CH2:2][CH2:3][CH2:4][CH2:5][CH2:6][CH2:7][CH3:8].C(Cl)(=O)C(Cl)=O.O[C:25]1[CH:60]=[CH:59][C:28]([CH2:29][N:30]([CH2:51][C:52]([O:54]C(C)(C)C)=[O:53])[C:31](=[O:50])[C:32]2[CH:37]=[CH:36][C:35]([NH:38][C:39](=[O:49])[CH2:40][C:41]3[CH:46]=[CH:45][C:44]([O:47][CH3:48])=[CH:43][CH:42]=3)=[CH:34][CH:33]=2)=[CH:27][CH:26]=1.C(O)(C(F)(F)F)=O. (3) Given the product [CH3:1][C:2]1[N:29]=[C:5]2[N:6]([CH:31]([CH3:33])[CH3:32])[C:7](=[O:28])[C:8]([CH2:13][C:14]3[CH:19]=[CH:18][C:17]([C:20]4[C:21]([C:26]#[N:27])=[CH:22][CH:23]=[CH:24][CH:25]=4)=[CH:16][CH:15]=3)=[C:9]([CH2:10][CH2:11][CH3:12])[N:4]2[N:3]=1, predict the reactants needed to synthesize it. The reactants are: [CH3:1][C:2]1[N:29]=[C:5]2[NH:6][C:7](=[O:28])[C:8]([CH2:13][C:14]3[CH:19]=[CH:18][C:17]([C:20]4[C:21]([C:26]#[N:27])=[CH:22][CH:23]=[CH:24][CH:25]=4)=[CH:16][CH:15]=3)=[C:9]([CH2:10][CH2:11][CH3:12])[N:4]2[N:3]=1.I[CH:31]([CH3:33])[CH3:32].C(=O)([O-])[O-].[K+].[K+].CN(C)C(=O)C. (4) Given the product [Cl:13][C:4]1[CH:5]=[C:6]([S:8][C:9]([F:10])([F:11])[F:12])[CH:7]=[C:2]([Cl:1])[C:3]=1[NH:14][C:15]1[C:24]2[CH:25]=[CH:26][NH:27][C:28](=[O:29])[C:23]=2[C:22]2[C:17](=[CH:18][CH:19]=[N:20][CH:21]=2)[N:16]=1, predict the reactants needed to synthesize it. The reactants are: [Cl:1][C:2]1[CH:7]=[C:6]([S:8][C:9]([F:12])([F:11])[F:10])[CH:5]=[C:4]([Cl:13])[C:3]=1[NH:14][C:15]1[C:24]2[CH:25]=[CH:26][N:27]=[C:28]([O:29]C)[C:23]=2[C:22]2[C:17](=[CH:18][CH:19]=[N:20][CH:21]=2)[N:16]=1.ClC1C=C(SC(F)(F)F)C=C(Cl)C=1NC1C2C=CN=C(OCC)C=2C2C(=CC=NC=2)N=1.B(Br)(Br)Br. (5) Given the product [CH3:15][C:16]1[N:17]=[CH:18][S:19][C:20]=1[CH2:21][NH:6][C:5]1[CH:7]=[CH:8][C:9]([C:10]2[O:14][CH:13]=[N:12][CH:11]=2)=[C:3]([O:2][CH3:1])[CH:4]=1, predict the reactants needed to synthesize it. The reactants are: [CH3:1][O:2][C:3]1[CH:4]=[C:5]([CH:7]=[CH:8][C:9]=1[C:10]1[O:14][CH:13]=[N:12][CH:11]=1)[NH2:6].[CH3:15][C:16]1[N:17]=[CH:18][S:19][C:20]=1[CH:21]=O. (6) Given the product [O:1]1[C:5]2=[N:6][CH:7]=[CH:8][CH:9]=[C:4]2[C:3]([C:10]([OH:16])=[O:11])=[CH:2]1, predict the reactants needed to synthesize it. The reactants are: [O:1]1[C:5]2=[N:6][CH:7]=[CH:8][CH:9]=[C:4]2[C:3]([CH:10]=[O:11])=[CH:2]1.CC([OH:16])(C)C.CC(=CC)C.[O-]Cl=O.[Na+]. (7) The reactants are: [Li].[CH2:2]1[CH2:10][O:9][C:8]2[C:4](=[CH:5][S:6][CH:7]=2)[O:3]1.[CH2:11]([Sn:15](Cl)([CH2:20][CH2:21][CH2:22][CH3:23])[CH2:16][CH2:17][CH2:18][CH3:19])[CH2:12][CH2:13][CH3:14].[F-].[Na+]. Given the product [CH2:20]([Sn:15]([CH2:11][CH2:12][CH2:13][CH3:14])([CH2:16][CH2:17][CH2:18][CH3:19])[C:5]1[S:6][CH:7]=[C:8]2[O:9][CH2:10][CH2:2][O:3][C:4]=12)[CH2:21][CH2:22][CH3:23], predict the reactants needed to synthesize it. (8) Given the product [S:8]1[C:5]2=[CH:6][N:7]=[C:2]([NH2:24])[CH:3]=[C:4]2[CH:10]=[CH:9]1, predict the reactants needed to synthesize it. The reactants are: Cl[C:2]1[CH:3]=[C:4]2[CH:10]=[CH:9][S:8][C:5]2=[CH:6][N:7]=1.C(=[NH:24])(C1C=CC=CC=1)C1C=CC=CC=1.CC(C)([O-])C.[Na+].CC1(C)C2C(=C(P(C3C=CC=CC=3)C3C=CC=CC=3)C=CC=2)OC2C(P(C3C=CC=CC=3)C3C=CC=CC=3)=CC=CC1=2.Cl. (9) Given the product [CH3:1][O:2][C:3]1[CH:4]=[CH:5][C:6]([C:9]2[C:17]3[C:12](=[CH:13][CH:14]=[C:15]([NH:18][C:19]([C:21]4[CH:30]=[CH:29][C:24]([C:25]([O:27][CH3:28])=[O:26])=[CH:23][CH:22]=4)=[O:20])[CH:16]=3)[NH:11][N:10]=2)=[CH:7][CH:8]=1, predict the reactants needed to synthesize it. The reactants are: [CH3:1][O:2][C:3]1[CH:8]=[CH:7][C:6]([C:9]2[C:17]3[C:12](=[CH:13][CH:14]=[C:15]([NH:18][C:19]([C:21]4[CH:30]=[CH:29][C:24]([C:25]([O:27][CH3:28])=[O:26])=[CH:23][CH:22]=4)=[O:20])[CH:16]=3)[N:11](C3CCCCO3)[N:10]=2)=[CH:5][CH:4]=1.C(=O)(O)[O-].[Na+].